From a dataset of Catalyst prediction with 721,799 reactions and 888 catalyst types from USPTO. Predict which catalyst facilitates the given reaction. Reactant: O[Li].O.C([C@@H]1COC(=O)N1[C:17](=[O:35])[C@@H:18]([C:28]1[CH:33]=[CH:32][C:31]([Cl:34])=[CH:30][CH:29]=1)[CH2:19][NH:20][C:21](=[O:27])[O:22][C:23]([CH3:26])([CH3:25])[CH3:24])C1C=CC=CC=1.C[O:37]C1C=C(OC)C=CC=1C=O.[O-]S([O-])=O.[Na+].[Na+]. Product: [C:23]([O:22][C:21]([NH:20][CH2:19][C@H:18]([C:28]1[CH:29]=[CH:30][C:31]([Cl:34])=[CH:32][CH:33]=1)[C:17]([OH:35])=[O:37])=[O:27])([CH3:24])([CH3:25])[CH3:26]. The catalyst class is: 20.